Task: Predict which catalyst facilitates the given reaction.. Dataset: Catalyst prediction with 721,799 reactions and 888 catalyst types from USPTO (1) The catalyst class is: 13. Product: [CH3:16][C:12]1[NH:11][C:4]([CH3:9])=[CH:5][C:6](=[O:8])[C:13]=1[C:14]#[N:15]. Reactant: CC1(C)O[C:6](=[O:8])[CH:5]=[C:4]([CH3:9])O1.[NH2:11]/[C:12](/[CH3:16])=[CH:13]/[C:14]#[N:15]. (2) Reactant: CCN(C(C)C)C(C)C.[F:10][C:11]([F:28])([F:27])[O:12][C:13]1[CH:14]=[CH:15][CH:16]=[C:17]2[C:22]=1[O:21][C:20](=[O:23])[C:19]([C:24]([OH:26])=O)=[CH:18]2.CN(C(ON1N=NC2C=CC=NC1=2)=[N+](C)C)C.F[P-](F)(F)(F)(F)F.[CH3:53][O:54][C:55]1[CH:56]=[C:57]([C:63]2[CH:68]=[CH:67][CH:66]=[C:65]([NH2:69])[CH:64]=2)[CH:58]=[CH:59][C:60]=1[O:61][CH3:62]. Product: [CH3:53][O:54][C:55]1[CH:56]=[C:57]([C:63]2[CH:68]=[CH:67][CH:66]=[C:65]([NH:69][C:24]([C:19]3[C:20](=[O:23])[O:21][C:22]4[C:17]([CH:18]=3)=[CH:16][CH:15]=[CH:14][C:13]=4[O:12][C:11]([F:10])([F:28])[F:27])=[O:26])[CH:64]=2)[CH:58]=[CH:59][C:60]=1[O:61][CH3:62]. The catalyst class is: 3. (3) Reactant: [Cl:1][C:2]1[CH:7]=[C:6]([C:8]2[C:16]3[C:11](=[N:12][CH:13]=[CH:14][CH:15]=3)[N:10](S(C3C=CC=CC=3)(=O)=O)[CH:9]=2)[CH:5]=[C:4]([Cl:26])[N:3]=1.[OH-].[K+]. Product: [Cl:26][C:4]1[CH:5]=[C:6]([C:8]2[C:16]3[C:11](=[N:12][CH:13]=[CH:14][CH:15]=3)[NH:10][CH:9]=2)[CH:7]=[C:2]([Cl:1])[N:3]=1. The catalyst class is: 40. (4) Product: [CH3:1][C:2]1[CH:3]=[N:4][N:5]([CH:8]2[CH2:9][CH2:10][CH2:11][CH2:12][O:7]2)[CH:6]=1. Reactant: [CH3:1][C:2]1[CH:3]=[N:4][NH:5][CH:6]=1.[O:7]1[CH:12]=[CH:11][CH2:10][CH2:9][CH2:8]1.[H-].[Na+]. The catalyst class is: 55. (5) Reactant: [C:1]1([CH2:7][CH2:8][CH2:9][CH2:10][CH2:11][CH2:12][CH2:13][CH2:14][NH2:15])[CH:6]=[CH:5][CH:4]=[CH:3][CH:2]=1.[Li]CCCC.C([O:23][C:24](=O)[C:25]1[CH:30]=[C:29]([C:31]2[CH:36]=[CH:35][CH:34]=[C:33]([Cl:37])[CH:32]=2)[C:28]([O:38][CH2:39][CH2:40][OH:41])=[C:27]([C:42]2[CH:47]=[CH:46][CH:45]=[C:44]([Cl:48])[CH:43]=2)[CH:26]=1)C. Product: [C:1]1([CH2:7][CH2:8][CH2:9][CH2:10][CH2:11][CH2:12][CH2:13][CH2:14][NH:15][C:24](=[O:23])[C:25]2[CH:26]=[C:27]([C:42]3[CH:47]=[CH:46][CH:45]=[C:44]([Cl:48])[CH:43]=3)[C:28]([O:38][CH2:39][CH2:40][OH:41])=[C:29]([C:31]3[CH:36]=[CH:35][CH:34]=[C:33]([Cl:37])[CH:32]=3)[CH:30]=2)[CH:6]=[CH:5][CH:4]=[CH:3][CH:2]=1. The catalyst class is: 1. (6) Reactant: [Si:1]([O:8][CH2:9][C@H:10]([CH3:30])[O:11][C:12]1[CH:13]=[C:14]([CH:19]=[C:20]([O:22]CC2C=CC=CC=2)[CH:21]=1)[C:15]([O:17][CH3:18])=[O:16])([C:4]([CH3:7])([CH3:6])[CH3:5])([CH3:3])[CH3:2]. Product: [Si:1]([O:8][CH2:9][C@H:10]([CH3:30])[O:11][C:12]1[CH:13]=[C:14]([CH:19]=[C:20]([OH:22])[CH:21]=1)[C:15]([O:17][CH3:18])=[O:16])([C:4]([CH3:7])([CH3:6])[CH3:5])([CH3:3])[CH3:2]. The catalyst class is: 19. (7) Reactant: [C:1]1([CH2:7][CH2:8][CH2:9][C:10]([OH:12])=O)[CH:6]=[CH:5][CH:4]=[CH:3][CH:2]=1.ClC(OCC)=O.C(N(CC)CC)C.[NH2:26][OH:27].Cl.NO.[OH-].[K+]. Product: [OH:27][NH:26][C:10](=[O:12])[CH2:9][CH2:8][CH2:7][C:1]1[CH:6]=[CH:5][CH:4]=[CH:3][CH:2]=1. The catalyst class is: 1. (8) Reactant: [CH3:1][C:2]1[N:7]=[C:6]([SH:8])[N:5]=[C:4]([OH:9])[CH:3]=1.Br[CH2:11][C:12]1[C:13]([Cl:22])=[N:14][C:15]2[C:20]([CH:21]=1)=[CH:19][CH:18]=[CH:17][CH:16]=2.C(N(CC)CC)C. Product: [Cl:22][C:13]1[C:12]([CH2:11][S:8][C:6]2[N:5]=[C:4]([OH:9])[CH:3]=[C:2]([CH3:1])[N:7]=2)=[CH:21][C:20]2[C:15](=[CH:16][CH:17]=[CH:18][CH:19]=2)[N:14]=1. The catalyst class is: 8. (9) Reactant: [NH2:1][C:2]1[C:11]([F:12])=[C:10]([F:13])[C:9]([O:14][CH:15]([CH3:17])[CH3:16])=[C:8]2[C:3]=1[C:4](=[O:26])[C:5]([C:21]([O:23]CC)=[O:22])=[CH:6][N:7]2[CH:18]1[CH2:20][CH2:19]1.[OH-].[Na+].Cl. Product: [NH2:1][C:2]1[C:11]([F:12])=[C:10]([F:13])[C:9]([O:14][CH:15]([CH3:17])[CH3:16])=[C:8]2[C:3]=1[C:4](=[O:26])[C:5]([C:21]([OH:23])=[O:22])=[CH:6][N:7]2[CH:18]1[CH2:20][CH2:19]1. The catalyst class is: 14. (10) Reactant: [CH3:1][C:2](=[O:5])[CH:3]=[CH2:4].C(N(CC)CC)C.[CH3:13][Si:14](OS(C(F)(F)F)(=O)=O)([CH3:16])[CH3:15]. Product: [CH3:13][Si:14]([CH3:16])([CH3:15])[O:5][C:2]([CH:3]=[CH2:4])=[CH2:1]. The catalyst class is: 2.